This data is from Reaction yield outcomes from USPTO patents with 853,638 reactions. The task is: Predict the reaction yield, written as a fraction of the theoretical maximum amount of product (1.0 means a 100% yield; for example, 0.34 means a 34% yield). (1) The reactants are [C:1]([O:5][C:6]([N:8]1[CH2:12][CH2:11][CH2:10][N:9]1C(OCC1C=CC=CC=1)=O)=[O:7])([CH3:4])([CH3:3])[CH3:2].[H][H]. The catalyst is CO. The product is [C:1]([O:5][C:6]([N:8]1[CH2:12][CH2:11][CH2:10][NH:9]1)=[O:7])([CH3:4])([CH3:2])[CH3:3]. The yield is 0.600. (2) The product is [F:37][C:11]([C:7]1[CH:6]=[C:5]2[C:10](=[CH:9][CH:8]=1)[N:1]=[CH:2][CH:3]=[CH:4]2)([CH3:16])[C:12]([O:14][CH3:15])=[O:13]. The yield is 0.754. The catalyst is C1COCC1. The reactants are [N:1]1[C:10]2[C:5](=[CH:6][C:7]([CH:11]([CH3:16])[C:12]([O:14][CH3:15])=[O:13])=[CH:8][CH:9]=2)[CH:4]=[CH:3][CH:2]=1.[Li+].C[Si]([N-][Si](C)(C)C)(C)C.C1C=CC(S(N(S(C2C=CC=CC=2)(=O)=O)[F:37])(=O)=O)=CC=1.